From a dataset of Full USPTO retrosynthesis dataset with 1.9M reactions from patents (1976-2016). Predict the reactants needed to synthesize the given product. (1) Given the product [CH3:1][N:2]1[CH2:3][CH2:4][N:5]([CH2:8][CH2:9][O:10][C:11]2[CH:16]=[CH:15][N:14]3[C:17]([C:20]([NH:43][C:44]4[CH:52]=[CH:51][CH:50]=[C:49]5[C:45]=4[CH:46]=[N:47][N:48]5[CH2:53][C:54]4[CH:55]=[C:56]([CH:61]=[CH:62][CH:63]=4)[C:57]([O:59][CH3:60])=[O:58])=[O:22])=[CH:18][N:19]=[C:13]3[CH:12]=2)[CH2:6][CH2:7]1, predict the reactants needed to synthesize it. The reactants are: [CH3:1][N:2]1[CH2:7][CH2:6][N:5]([CH2:8][CH2:9][O:10][C:11]2[CH:16]=[CH:15][N:14]3[C:17]([C:20]([O-:22])=O)=[CH:18][N:19]=[C:13]3[CH:12]=2)[CH2:4][CH2:3]1.[Li+].CN1C(=O)CCC1.ClC1C=C(Cl)C=C(Cl)C=1C(Cl)=O.[NH2:43][C:44]1[CH:52]=[CH:51][CH:50]=[C:49]2[C:45]=1[CH:46]=[N:47][N:48]2[CH2:53][C:54]1[CH:55]=[C:56]([CH:61]=[CH:62][CH:63]=1)[C:57]([O:59][CH3:60])=[O:58]. (2) Given the product [Cl:29][C:4]1[CH:5]=[C:6]([C:7](=[O:8])[NH:9][CH2:10][C:11]2[CH:16]=[C:15]([Cl:17])[CH:14]=[CH:13][C:12]=2[S:18]([CH2:21][CH3:22])(=[O:19])=[O:20])[CH:23]=[C:24]([C:25]([F:28])([F:27])[F:26])[C:3]=1[CH2:2][N:34]1[CH2:35][CH2:36][O:30][N:31]([C:37]([O:39][C:40]([CH3:43])([CH3:42])[CH3:41])=[O:38])[CH2:32][CH2:33]1, predict the reactants needed to synthesize it. The reactants are: Br[CH2:2][C:3]1[C:24]([C:25]([F:28])([F:27])[F:26])=[CH:23][C:6]([C:7]([NH:9][CH2:10][C:11]2[CH:16]=[C:15]([Cl:17])[CH:14]=[CH:13][C:12]=2[S:18]([CH2:21][CH3:22])(=[O:20])=[O:19])=[O:8])=[CH:5][C:4]=1[Cl:29].[O:30]1[CH2:36][CH2:35][NH:34][CH2:33][CH2:32][N:31]1[C:37]([O:39][C:40]([CH3:43])([CH3:42])[CH3:41])=[O:38]. (3) Given the product [CH3:10][O:9][C:3](=[O:4])[C:2]([C:16]12[CH2:25][CH:20]3[CH2:21][CH:22]([CH2:24][CH:18]([CH2:19]3)[CH2:17]1)[CH2:23]2)([Cl:11])[Cl:1], predict the reactants needed to synthesize it. The reactants are: [Cl:1][C:2]([Cl:11])=[C:3]([O:9][CH3:10])[O:4][Si](C)(C)C.ClCCl.Br[C:16]12[CH2:25][CH:20]3[CH2:21][CH:22]([CH2:24][CH:18]([CH2:19]3)[CH2:17]1)[CH2:23]2.CO. (4) Given the product [CH3:1][C@@:2]12[C:8]([CH3:10])([CH3:9])[C@@H:5]([CH2:6][CH2:7]1)[C:4]1[C:3]2=[N:35][N:36]=[C:20]([C:22]2[S:26][C:25]([C:27]3[CH:32]=[CH:31][CH:30]=[CH:29][CH:28]=3)=[N:24][C:23]=2[CH3:33])[CH:19]=1, predict the reactants needed to synthesize it. The reactants are: [CH3:1][C@@:2]12[C:8]([CH3:10])([CH3:9])[C@@H:5]([CH2:6][CH2:7]1)[C:4](=O)[C:3]2=O.COP([CH2:19][C:20]([C:22]1[S:26][C:25]([C:27]2[CH:32]=[CH:31][CH:30]=[CH:29][CH:28]=2)=[N:24][C:23]=1[CH3:33])=O)(=O)OC.O.[NH2:35][NH2:36]. (5) Given the product [C:8]([CH:10]([C:16]1([CH:1]=[CH2:2])[CH2:21][CH2:20][CH2:19][CH2:18][CH2:17]1)[C:11]([O:13][CH2:14][CH3:15])=[O:12])#[N:9], predict the reactants needed to synthesize it. The reactants are: [CH:1]([Mg]Br)=[CH2:2].C[Mg]Br.[C:8]([C:10](=[C:16]1[CH2:21][CH2:20][CH2:19][CH2:18][CH2:17]1)[C:11]([O:13][CH2:14][CH3:15])=[O:12])#[N:9]. (6) Given the product [CH3:1][C:2]1[CH:3]=[CH:4][C:5]2[C:22](=[CH:21][C:20]3[C:7]([CH:6]=2)=[CH:8][C:9]2[C:18](=[CH:17][C:16]4[C:11]([CH:10]=2)=[CH:12][C:13]([CH3:25])=[CH:14][CH:15]=4)[CH:19]=3)[CH:23]=1, predict the reactants needed to synthesize it. The reactants are: [CH3:1][C:2]1[CH:3]=[CH:4][C:5]2[CH2:6][C:7]3[C:20]([C:21](=O)[C:22]=2[CH:23]=1)=[CH:19][C:18]1[CH2:17][C:16]2[C:11](=[CH:12][C:13]([CH3:25])=[CH:14][CH:15]=2)[C:10](=O)[C:9]=1[CH:8]=3.CO.C(O)(=O)C.Cl. (7) Given the product [Cl:9][C:4]1[N:3]=[C:2]([NH:10][CH:11]2[CH2:16][CH2:15][CH2:14][N:13]([C:17]([O:19][C:20]([CH3:23])([CH3:22])[CH3:21])=[O:18])[CH2:12]2)[CH:7]=[C:6]([I:8])[CH:5]=1, predict the reactants needed to synthesize it. The reactants are: Cl[C:2]1[CH:7]=[C:6]([I:8])[CH:5]=[C:4]([Cl:9])[N:3]=1.[NH2:10][CH:11]1[CH2:16][CH2:15][CH2:14][N:13]([C:17]([O:19][C:20]([CH3:23])([CH3:22])[CH3:21])=[O:18])[CH2:12]1.